From a dataset of Reaction yield outcomes from USPTO patents with 853,638 reactions. Predict the reaction yield, written as a fraction of the theoretical maximum amount of product (1.0 means a 100% yield; for example, 0.34 means a 34% yield). (1) The reactants are [CH3:1][C:2]1[N:3]=[C:4]([C:11]2[CH:16]=[CH:15][CH:14]=[CH:13][C:12]=2[O:17][CH2:18][C:19]2[CH:24]=[CH:23][CH:22]=[CH:21][CH:20]=2)[NH:5][C:6](=[O:10])[C:7]=1[C:8]#[N:9].[OH-].[Na+].I[CH2:28][CH2:29][C:30]1[CH:35]=[CH:34][CH:33]=[CH:32][CH:31]=1.O. The catalyst is C(O)C. The product is [CH3:1][C:2]1[N:3]=[C:4]([C:11]2[CH:16]=[CH:15][CH:14]=[CH:13][C:12]=2[O:17][CH2:18][C:19]2[CH:24]=[CH:23][CH:22]=[CH:21][CH:20]=2)[N:5]([CH2:28][CH2:29][C:30]2[CH:35]=[CH:34][CH:33]=[CH:32][CH:31]=2)[C:6](=[O:10])[C:7]=1[C:8]#[N:9]. The yield is 0.330. (2) The reactants are S(O[CH2:8][CH3:9])(OCC)(=O)=[O:2].[CH2:10]([N:12]([CH2:15][CH3:16])[CH2:13][CH3:14])[CH3:11].C(O)C.[OH-].[Na+]. No catalyst specified. The product is [OH-:2].[CH2:10]([N+:12]([CH2:8][CH3:9])([CH2:15][CH3:16])[CH2:13][CH3:14])[CH3:11]. The yield is 0.957. (3) The reactants are [F:1][C:2]([F:34])([F:33])[CH:3]([C:24]1[CH:29]=[C:28]([Cl:30])[C:27]([Cl:31])=[C:26]([Cl:32])[CH:25]=1)/[CH:4]=[CH:5]/[C:6]1[CH:23]=[CH:22][C:9]([O:10][N:11]2C(=O)C3C(=CC=CC=3)C2=O)=[CH:8][CH:7]=1.O.NN. The catalyst is CCO. The product is [F:34][C:2]([F:1])([F:33])[CH:3]([C:24]1[CH:25]=[C:26]([Cl:32])[C:27]([Cl:31])=[C:28]([Cl:30])[CH:29]=1)/[CH:4]=[CH:5]/[C:6]1[CH:23]=[CH:22][C:9]([O:10][NH2:11])=[CH:8][CH:7]=1. The yield is 0.530. (4) The reactants are [CH3:1][C:2]1([CH3:10])[CH2:7][CH2:6][CH2:5][CH:4]([CH3:8])[C:3]1=[O:9].O1CC[CH2:13][CH2:12]1.[Li]. The catalyst is O. The product is [C:12]([C:3]1([OH:9])[CH:4]([CH3:8])[CH2:5][CH2:6][CH2:7][C:2]1([CH3:10])[CH3:1])#[CH:13]. The yield is 0.850. (5) The reactants are [Br:1][C:2]1[CH:12]=[CH:11][C:5]([O:6][CH2:7][C:8](O)=[O:9])=[CH:4][CH:3]=1.C(Cl)(=O)C(Cl)=O.C[N:20](C=O)C. The catalyst is ClCCl. The product is [Br:1][C:2]1[CH:12]=[CH:11][C:5]([O:6][CH2:7][C:8]([NH2:20])=[O:9])=[CH:4][CH:3]=1. The yield is 0.700.